From a dataset of Catalyst prediction with 721,799 reactions and 888 catalyst types from USPTO. Predict which catalyst facilitates the given reaction. (1) Reactant: Br[C:2]1[CH:7]=[CH:6][CH:5]=[CH:4][C:3]=1[CH2:8][CH2:9][C:10]([N:12]([CH:22]([CH3:24])[CH3:23])[NH:13][C:14](=[O:21])[C:15]1[CH:20]=[CH:19][CH:18]=[CH:17][CH:16]=1)=[O:11].C([O-])([O-])=O.[Na+].[Na+].[CH:31]([C:34]1[CH:35]=[CH:36][C:37]([O:43][CH3:44])=[C:38](B(O)O)[CH:39]=1)([CH3:33])[CH3:32]. Product: [CH:31]([C:34]1[CH:35]=[CH:36][C:37]([O:43][CH3:44])=[C:38]([C:2]2[CH:7]=[CH:6][CH:5]=[CH:4][C:3]=2[CH2:8][CH2:9][C:10]([N:12]([CH:22]([CH3:24])[CH3:23])[NH:13][C:14](=[O:21])[C:15]2[CH:20]=[CH:19][CH:18]=[CH:17][CH:16]=2)=[O:11])[CH:39]=1)([CH3:33])[CH3:32]. The catalyst class is: 57. (2) Reactant: C1(S([C:10]2[C:15]([C:16]([C:18]3[CH:23]=[CH:22][CH:21]=[CH:20][C:19]=3[Cl:24])=[O:17])=[CH:14][CH:13]=[CH:12][N:11]=2)(=O)=O)C=CC=CC=1.[C:25]([C:28]1[CH:33]=[CH:32][N:31]=[CH:30][CH:29]=1)(=[O:27])[CH3:26].N#N.[Li+].[OH-].C(O)(=O)C.[OH:42][P:43]([OH:46])([OH:45])=[O:44]. Product: [P:43]([OH:46])([OH:45])([OH:44])=[O:42].[Cl:24][C:19]1[CH:20]=[CH:21][CH:22]=[CH:23][C:18]=1[C:16]([C:15]1[C:10]([CH:26]=[C:25]([OH:27])[C:28]2[CH:33]=[CH:32][N:31]=[CH:30][CH:29]=2)=[N:11][CH:12]=[CH:13][CH:14]=1)=[O:17]. The catalyst class is: 583. (3) Reactant: C(Cl)(=O)C(Cl)=O.CS(C)=O.[N:11]1[CH:16]=[CH:15][CH:14]=[CH:13][C:12]=1[N:17]1[C:21]([C:22]([F:25])([F:24])[F:23])=[C:20]([C:26]2[O:30][N:29]=[C:28]([C:31]3[CH:36]=[CH:35][C:34]([CH2:37][OH:38])=[CH:33][CH:32]=3)[N:27]=2)[CH:19]=[N:18]1.CCN(C(C)C)C(C)C. The catalyst class is: 2. Product: [N:11]1[CH:16]=[CH:15][CH:14]=[CH:13][C:12]=1[N:17]1[C:21]([C:22]([F:23])([F:24])[F:25])=[C:20]([C:26]2[O:30][N:29]=[C:28]([C:31]3[CH:32]=[CH:33][C:34]([CH:37]=[O:38])=[CH:35][CH:36]=3)[N:27]=2)[CH:19]=[N:18]1. (4) Product: [C:67]([O:66][C:65](=[O:71])[NH:64][C:59]([CH3:63])([CH2:60][CH2:61][CH3:62])[CH2:58][NH:57][C:15]([C:14]1[C:13]([CH3:18])=[N:12][N:11]2[C:6]([O:5][CH2:4][C:3]3[C:21]([F:25])=[CH:22][CH:23]=[CH:24][C:2]=3[F:1])=[CH:7][C:8]([O:19][CH3:20])=[CH:9][C:10]=12)=[O:16])([CH3:70])([CH3:69])[CH3:68]. Reactant: [F:1][C:2]1[CH:24]=[CH:23][CH:22]=[C:21]([F:25])[C:3]=1[CH2:4][O:5][C:6]1[N:11]2[N:12]=[C:13]([CH3:18])[C:14]([C:15](O)=[O:16])=[C:10]2[CH:9]=[C:8]([O:19][CH3:20])[CH:7]=1.Cl.CN(C)CCCN=C=NCC.ON1C2N=CC=CC=2N=N1.C(N(CC)C(C)C)(C)C.[NH2:57][CH2:58][C:59]([NH:64][C:65](=[O:71])[O:66][C:67]([CH3:70])([CH3:69])[CH3:68])([CH3:63])[CH2:60][CH2:61][CH3:62]. The catalyst class is: 7. (5) Reactant: [C:1](Cl)(=[O:3])[CH3:2].Cl.Cl.[CH3:7][N:8]1[C:17]2[NH:16][C:15]3[CH:18]=[CH:19][CH:20]=[CH:21][C:14]=3[N:13]([C:22]([C:24]3[CH:29]=[CH:28][C:27]([O:30][CH2:31][CH2:32][CH2:33][N:34]4[CH2:39][CH2:38][NH:37][CH2:36][CH2:35]4)=[C:26]([CH3:40])[CH:25]=3)=[O:23])[CH2:12][C:11]=2[CH:10]=[N:9]1. Product: [CH3:40][C:26]1[CH:25]=[C:24]([C:22]([N:13]2[CH2:12][C:11]3[CH:10]=[N:9][N:8]([CH3:7])[C:17]=3[NH:16][C:15]3[CH:18]=[CH:19][CH:20]=[CH:21][C:14]2=3)=[O:23])[CH:29]=[CH:28][C:27]=1[O:30][CH2:31][CH2:32][CH2:33][N:34]1[CH2:39][CH2:38][N:37]([C:1](=[O:3])[CH3:2])[CH2:36][CH2:35]1. The catalyst class is: 236. (6) Product: [F:29][C:30]([F:43])([F:42])[S:31]([O:1][C:2]1[CH:20]=[CH:19][CH:18]=[C:17]([CH3:21])[C:3]=1[CH2:4][NH:5][C:6]1[C:7]2[N:8]([C:12]([CH3:16])=[C:13]([CH3:15])[N:14]=2)[CH:9]=[CH:10][CH:11]=1)(=[O:33])=[O:32]. Reactant: [OH:1][C:2]1[CH:20]=[CH:19][CH:18]=[C:17]([CH3:21])[C:3]=1[CH2:4][NH:5][C:6]1[C:7]2[N:8]([C:12]([CH3:16])=[C:13]([CH3:15])[N:14]=2)[CH:9]=[CH:10][CH:11]=1.C(N(CC)CC)C.[F:29][C:30]([F:43])([F:42])[S:31](O[S:31]([C:30]([F:43])([F:42])[F:29])(=[O:33])=[O:32])(=[O:33])=[O:32].C(=O)([O-])[O-].[K+].[K+]. The catalyst class is: 2. (7) Reactant: Cl[C:2]1[C:3]2[C:4](=[CH:13][N:14](CC3C=CC(OC)=CC=3)[N:15]=2)[N:5]=[C:6]([C:8]2[O:9][CH:10]=[CH:11][N:12]=2)[N:7]=1.[NH2:25][C:26]1[CH:31]=[CH:30][C:29]([N:32]2[CH2:37][CH2:36][N:35]([C:38](=[O:40])[CH3:39])[CH2:34][CH2:33]2)=[CH:28][CH:27]=1.Cl. Product: [O:9]1[CH:10]=[CH:11][N:12]=[C:8]1[C:6]1[N:7]=[C:2]([NH:25][C:26]2[CH:27]=[CH:28][C:29]([N:32]3[CH2:33][CH2:34][N:35]([C:38](=[O:40])[CH3:39])[CH2:36][CH2:37]3)=[CH:30][CH:31]=2)[C:3]2[NH:15][N:14]=[CH:13][C:4]=2[N:5]=1. The catalyst class is: 71. (8) The catalyst class is: 2. Reactant: [CH3:1][O:2][C:3]1[C:7]([O:8][CH3:9])=[CH:6][S:5][CH:4]=1.[Br:10][CH2:11]C(O)CO.O.C1(C)C=CC(S(O)(=O)=O)=CC=1.C1(C)C=CC=CC=1. Product: [O:8]1[CH:9]([CH2:11][Br:10])[CH2:1][O:2][C:3]2=[CH:4][S:5][CH:6]=[C:7]12. (9) Reactant: [C:1]([O:9][CH2:10][CH3:11])(=[O:8])[CH2:2][C:3]([O:5][CH2:6][CH3:7])=[O:4].CN(C)C(=O)C.[H-].[Na+].[Br:20][C:21]1[C:25]([C:26]([O:28][CH2:29][CH3:30])=[O:27])=[C:24](Br)[N:23]([CH3:32])[N:22]=1. Product: [CH2:10]([O:9][C:1](=[O:8])[CH:2]([C:24]1[N:23]([CH3:32])[N:22]=[C:21]([Br:20])[C:25]=1[C:26]([O:28][CH2:29][CH3:30])=[O:27])[C:3]([O:5][CH2:6][CH3:7])=[O:4])[CH3:11]. The catalyst class is: 6. (10) Reactant: C(Cl)(=O)C(Cl)=O.CS(C)=O.[F:11][C:12]1[CH:13]=[C:14](/[CH:19]=[CH:20]/[C:21]([N:23]2[CH2:28][CH2:27][CH:26]([CH2:29][OH:30])[CH2:25][CH2:24]2)=[O:22])[CH:15]=[C:16]([F:18])[CH:17]=1.CCN(CC)CC. The catalyst class is: 2. Product: [F:18][C:16]1[CH:15]=[C:14](/[CH:19]=[CH:20]/[C:21]([N:23]2[CH2:24][CH2:25][CH:26]([CH:29]=[O:30])[CH2:27][CH2:28]2)=[O:22])[CH:13]=[C:12]([F:11])[CH:17]=1.